From a dataset of Forward reaction prediction with 1.9M reactions from USPTO patents (1976-2016). Predict the product of the given reaction. Given the reactants [CH:1]1([CH2:4][OH:5])[CH2:3][CH2:2]1.Cl[C:7]1[N:8]=[C:9]([OH:17])[C:10]2[CH:16]=[CH:15][N:14]=[CH:13][C:11]=2[N:12]=1, predict the reaction product. The product is: [CH:1]1([CH2:4][O:5][C:7]2[NH:8][C:9](=[O:17])[C:10]3[CH:16]=[CH:15][N:14]=[CH:13][C:11]=3[N:12]=2)[CH2:3][CH2:2]1.